Task: Predict the reaction yield, written as a fraction of the theoretical maximum amount of product (1.0 means a 100% yield; for example, 0.34 means a 34% yield).. Dataset: Reaction yield outcomes from USPTO patents with 853,638 reactions (1) The reactants are C(OC(=O)[NH:7][C@H:8]([CH:13](C#N)[OH:14])[CH2:9][CH2:10][CH2:11][CH3:12])(C)(C)C.Cl.[C:19](=[O:22])(O)[O-:20].[Na+].[C:32](O[C:32]([O:34][C:35]([CH3:38])([CH3:37])[CH3:36])=[O:33])([O:34][C:35]([CH3:38])([CH3:37])[CH3:36])=[O:33]. The catalyst is O. The product is [C:35]([O:34][C:32]([NH:7][CH:8]([CH2:9][CH2:10][CH2:11][CH3:12])[C@H:13]([OH:14])[C:19]([OH:20])=[O:22])=[O:33])([CH3:36])([CH3:37])[CH3:38]. The yield is 0.570. (2) The reactants are [H-].[Na+].[Cl:3][C:4]1[N:9]=[C:8]([Cl:10])[CH:7]=[C:6](Cl)[N:5]=1.[OH:12][CH2:13][C:14]1[CH:15]=[CH:16][C:17]([O:22][C:23]2[CH:28]=[CH:27][CH:26]=[C:25]([C:29]([F:32])([F:31])[F:30])[CH:24]=2)=[C:18]([CH:21]=1)[C:19]#[N:20]. The catalyst is CN(C)C=O. The product is [Cl:3][C:4]1[N:5]=[C:6]([O:12][CH2:13][C:14]2[CH:15]=[CH:16][C:17]([O:22][C:23]3[CH:28]=[CH:27][CH:26]=[C:25]([C:29]([F:30])([F:31])[F:32])[CH:24]=3)=[C:18]([CH:21]=2)[C:19]#[N:20])[CH:7]=[C:8]([Cl:10])[N:9]=1. The yield is 0.717. (3) The reactants are O[N:2]=[C:3]([NH2:13])[CH2:4][C:5]1([CH:10]([CH3:12])[CH3:11])OCC[O:6]1.Cl. The catalyst is C(O)C. The product is [CH:10]([C:5]1[O:6][N:2]=[C:3]([NH2:13])[CH:4]=1)([CH3:12])[CH3:11]. The yield is 0.680. (4) The reactants are [Cl:1][C:2]1[CH:3]=[C:4]([N:10]2[CH:14]([C:15]3[CH2:19][CH2:18][CH2:17][CH:16]=3)[CH:13]3[CH2:20][O:21][C:22]4[CH:23]=[C:24]([C:28]([O:30]C)=[O:29])[CH:25]=[CH:26][C:27]=4[C:12]3=[N:11]2)[CH:5]=[CH:6][C:7]=1[C:8]#[N:9].[OH-].[Na+]. The catalyst is CO.O1CCCC1. The product is [Cl:1][C:2]1[CH:3]=[C:4]([N:10]2[CH:14]([C:15]3[CH2:19][CH2:18][CH2:17][CH:16]=3)[CH:13]3[CH2:20][O:21][C:22]4[CH:23]=[C:24]([C:28]([OH:30])=[O:29])[CH:25]=[CH:26][C:27]=4[C:12]3=[N:11]2)[CH:5]=[CH:6][C:7]=1[C:8]#[N:9]. The yield is 0.220. (5) The reactants are [NH:1]1[CH2:4][CH:3]([O:5][C:6]2[C:11]([CH:12]3[CH2:17][CH2:16][O:15][CH2:14][CH2:13]3)=[CH:10][CH:9]=[CH:8][N:7]=2)[CH2:2]1.Cl[C:19]1[CH:28]=[CH:27][C:26]2[C:21](=[CH:22][CH:23]=[CH:24][CH:25]=2)[N:20]=1.C1(P(C2C=CC=CC=2)C2C=CC3C(=CC=CC=3)C=2C2C3C(=CC=CC=3)C=CC=2P(C2C=CC=CC=2)C2C=CC=CC=2)C=CC=CC=1.CC(C)([O-])C.[Na+]. The catalyst is C1(C)C=CC=CC=1.C1C=CC(/C=C/C(/C=C/C2C=CC=CC=2)=O)=CC=1.C1C=CC(/C=C/C(/C=C/C2C=CC=CC=2)=O)=CC=1.C1C=CC(/C=C/C(/C=C/C2C=CC=CC=2)=O)=CC=1.[Pd].[Pd]. The product is [O:15]1[CH2:16][CH2:17][CH:12]([C:11]2[C:6]([O:5][CH:3]3[CH2:2][N:1]([C:19]4[CH:28]=[CH:27][C:26]5[C:21](=[CH:22][CH:23]=[CH:24][CH:25]=5)[N:20]=4)[CH2:4]3)=[N:7][CH:8]=[CH:9][CH:10]=2)[CH2:13][CH2:14]1. The yield is 0.100. (6) The reactants are [Cl:1][C:2]1[N:7]=[C:6](Cl)[CH:5]=[CH:4][N:3]=1.[CH3:9][O:10][C:11]1[CH:12]=[CH:13][C:14]([CH3:18])=[C:15]([CH:17]=1)[NH2:16].C(N(CC)CC)C. The catalyst is C(O)C. The product is [Cl:1][C:2]1[N:7]=[C:6]([NH:16][C:15]2[CH:17]=[C:11]([O:10][CH3:9])[CH:12]=[CH:13][C:14]=2[CH3:18])[CH:5]=[CH:4][N:3]=1. The yield is 0.400. (7) The reactants are [N:1]1[CH:6]=[CH:5][CH:4]=[CH:3][C:2]=1[N:7]1[CH2:12][CH2:11][NH:10][CH2:9][CH2:8]1.FC1C=CC(N2CCNCC2)=CC=1.[CH:26]1([CH2:29][CH2:30][NH:31][C:32]([C:34]2[N:35]=[N:36][C:37](Cl)=[CH:38][CH:39]=2)=[O:33])[CH2:28][CH2:27]1. No catalyst specified. The product is [CH:26]1([CH2:29][CH2:30][NH:31][C:32]([C:34]2[N:35]=[N:36][C:37]([N:10]3[CH2:9][CH2:8][N:7]([C:2]4[CH:3]=[CH:4][CH:5]=[CH:6][N:1]=4)[CH2:12][CH2:11]3)=[CH:38][CH:39]=2)=[O:33])[CH2:28][CH2:27]1. The yield is 0.300. (8) The reactants are C[O:2][C:3](=[O:14])[C:4]1[CH:9]=[C:8]([N+:10]([O-:12])=[O:11])[CH:7]=[C:6](N)[CH:5]=1.[OH:15]S(O)(=O)=O.N([O-])=O.[Na+].[NH4+].[OH-]. The catalyst is O. The product is [OH:15][C:6]1[CH:5]=[C:4]([CH:9]=[C:8]([N+:10]([O-:12])=[O:11])[CH:7]=1)[C:3]([OH:2])=[O:14]. The yield is 0.390.